From a dataset of Forward reaction prediction with 1.9M reactions from USPTO patents (1976-2016). Predict the product of the given reaction. (1) Given the reactants [F:1][C:2]1[CH:3]=[C:4]([CH:14]([CH3:18])[C:15]([OH:17])=O)[CH:5]=[CH:6][C:7]=1[CH2:8][NH:9][S:10]([CH3:13])(=[O:12])=[O:11].[CH3:19][C:20]1[CH:21]=[C:22]([C:26]2[CH:31]=[C:30]([C:32]([F:35])([F:34])[F:33])[CH:29]=[CH:28][C:27]=2[CH2:36][NH2:37])[CH:23]=[CH:24][CH:25]=1.CN(C)CCCN=C=NCC.ON1C2C=CC=CC=2N=N1.C(N(CC)CC)C, predict the reaction product. The product is: [F:1][C:2]1[CH:3]=[C:4]([CH:14]([CH3:18])[C:15]([NH:37][CH2:36][C:27]2[CH:28]=[CH:29][C:30]([C:32]([F:33])([F:34])[F:35])=[CH:31][C:26]=2[C:22]2[CH:23]=[CH:24][CH:25]=[C:20]([CH3:19])[CH:21]=2)=[O:17])[CH:5]=[CH:6][C:7]=1[CH2:8][NH:9][S:10]([CH3:13])(=[O:11])=[O:12]. (2) Given the reactants CC1(C)CC=C(C2SC=CN=2)C2C=C(C#CC3C=CC(C(O)=O)=CC=3)C=CC1=2.[CH3:29][C:30]1([CH3:59])[CH2:39][CH:38]=[C:37]([C:40]2[CH:45]=[CH:44][CH:43]=[CH:42][CH:41]=2)[C:36]2[CH:35]=[C:34]([C:46]#[C:47][C:48]3[CH:58]=[CH:57][C:51]([C:52]([O:54]CC)=[O:53])=[CH:50][CH:49]=3)[CH:33]=[CH:32][C:31]1=2.CC1(C)CC=C(C2C=CC(C)=CC=2)C2C=C(C#CC3C=CC(C(OCC)=O)=CC=3)C=CC1=2, predict the reaction product. The product is: [CH3:29][C:30]1([CH3:59])[CH2:39][CH:38]=[C:37]([C:40]2[CH:45]=[CH:44][CH:43]=[CH:42][CH:41]=2)[C:36]2[CH:35]=[C:34]([C:46]#[C:47][C:48]3[CH:49]=[CH:50][C:51]([C:52]([OH:54])=[O:53])=[CH:57][CH:58]=3)[CH:33]=[CH:32][C:31]1=2. (3) Given the reactants [CH3:1][S:2][C:3]1[O:4][C:5]2[CH:11]=[C:10]([OH:12])[CH:9]=[CH:8][C:6]=2[N:7]=1.Cl[C:14]1[CH:19]=[CH:18][N:17]=[C:16]([C:20]([NH:22][CH3:23])=[O:21])[CH:15]=1.C(=O)([O-])[O-].[Cs+].[Cs+].O, predict the reaction product. The product is: [CH3:1][S:2][C:3]1[O:4][C:5]2[CH:11]=[C:10]([O:12][C:14]3[CH:19]=[CH:18][N:17]=[C:16]([C:20]([NH:22][CH3:23])=[O:21])[CH:15]=3)[CH:9]=[CH:8][C:6]=2[N:7]=1.